This data is from Catalyst prediction with 721,799 reactions and 888 catalyst types from USPTO. The task is: Predict which catalyst facilitates the given reaction. (1) Reactant: [C:1]([C:3]1[CH:4]=[C:5]([CH:36]=[CH:37][CH:38]=1)[CH2:6][N:7]([C:29]1[CH:34]=[CH:33][C:32]([OH:35])=[CH:31][CH:30]=1)[CH:8]1[CH2:13][CH2:12][N:11]([CH:14]([CH3:28])[CH2:15][CH2:16][NH:17][C:18]([C:20]2[C:21]([CH3:27])=[N:22][CH:23]=[N:24][C:25]=2[CH3:26])=[O:19])[CH2:10][CH2:9]1)#[N:2].CCN(CC)CC.[C:46](OC(=O)C)(=[O:48])[CH3:47]. Product: [C:1]([C:3]1[CH:4]=[C:5]([CH:36]=[CH:37][CH:38]=1)[CH2:6][N:7]([CH:8]1[CH2:9][CH2:10][N:11]([CH:14]([CH3:28])[CH2:15][CH2:16][NH:17][C:18]([C:20]2[C:25]([CH3:26])=[N:24][CH:23]=[N:22][C:21]=2[CH3:27])=[O:19])[CH2:12][CH2:13]1)[C:29]1[CH:34]=[CH:33][C:32]([O:35][C:46](=[O:48])[CH3:47])=[CH:31][CH:30]=1)#[N:2]. The catalyst class is: 2. (2) The catalyst class is: 75. Product: [CH3:12][C:11]1[CH:10]=[CH:9][C:4]([C:5]([O:7][CH3:8])=[O:6])=[CH:3][C:2]=1[B:13]1[O:17][C:16]([CH3:19])([CH3:18])[C:15]([CH3:21])([CH3:20])[O:14]1. Reactant: Br[C:2]1[CH:3]=[C:4]([CH:9]=[CH:10][C:11]=1[CH3:12])[C:5]([O:7][CH3:8])=[O:6].[B:13]1([B:13]2[O:17][C:16]([CH3:19])([CH3:18])[C:15]([CH3:21])([CH3:20])[O:14]2)[O:17][C:16]([CH3:19])([CH3:18])[C:15]([CH3:21])([CH3:20])[O:14]1.C([O-])(=O)C.[K+].O.